From a dataset of Forward reaction prediction with 1.9M reactions from USPTO patents (1976-2016). Predict the product of the given reaction. (1) The product is: [CH3:21][O:20][C:17]1[CH:18]=[CH:19][C:14]([CH2:13][N:9]2[CH2:8][CH2:7][C:6]3[C:11](=[C:2]([NH:58][C:59]4[CH:60]=[C:61]([CH3:65])[CH:62]=[CH:63][CH:64]=4)[CH:3]=[C:4]([NH:23][C@@H:24]4[CH2:29][CH2:28][CH2:27][CH2:26][C@@H:25]4[NH:30][C:31](=[O:37])[O:32][C:33]([CH3:34])([CH3:36])[CH3:35])[CH:5]=3)[C:10]2=[O:12])=[CH:15][CH:16]=1. Given the reactants Br[C:2]1[CH:3]=[C:4](F)[CH:5]=[C:6]2[C:11]=1[C:10](=[O:12])[N:9]([CH2:13][C:14]1[CH:19]=[CH:18][C:17]([O:20][CH3:21])=[CH:16][CH:15]=1)[CH2:8][CH2:7]2.[NH2:23][C@@H:24]1[CH2:29][CH2:28][CH2:27][CH2:26][C@@H:25]1[NH:30][C:31](=[O:37])[O:32][C:33]([CH3:36])([CH3:35])[CH3:34].CCN(C(C)C)C(C)C.C1(=O)C2C(=CC=CC=2)CCN1.[NH2:58][C:59]1[CH:64]=[CH:63][CH:62]=[C:61]([CH3:65])[CH:60]=1, predict the reaction product. (2) Given the reactants C(O[C:6]([N:8]1[CH2:12][C:11](=[N:13][O:14][CH2:15][C:16]2[CH:21]=[CH:20][C:19]([O:22][CH3:23])=[CH:18][CH:17]=2)[CH2:10][C@H:9]1[C:24]([OH:26])=O)=[O:7])(C)(C)C.[O:27]=[C:28]1[C:33](C(Cl)=O)=[CH:32][CH:31]=[C:30]([CH2:37][CH2:38][CH2:39][CH2:40][CH3:41])[O:29]1.[CH2:42]([N:44]1[C:56]2[CH:55]=[CH:54][C:53]([NH2:57])=[CH:52][C:51]=2[C:50]2[C:45]1=[CH:46][CH:47]=[CH:48][CH:49]=2)[CH3:43], predict the reaction product. The product is: [CH2:42]([N:44]1[C:56]2[CH:55]=[CH:54][C:53]([NH:57][C:24]([C@@H:9]3[CH2:10][C:11](=[N:13][O:14][CH2:15][C:16]4[CH:17]=[CH:18][C:19]([O:22][CH3:23])=[CH:20][CH:21]=4)[CH2:12][N:8]3[C:6]([C:33]3[C:28](=[O:27])[O:29][C:30]([CH2:37][CH2:38][CH2:39][CH2:40][CH3:41])=[CH:31][CH:32]=3)=[O:7])=[O:26])=[CH:52][C:51]=2[C:50]2[C:45]1=[CH:46][CH:47]=[CH:48][CH:49]=2)[CH3:43]. (3) Given the reactants [CH3:1][CH:2]1[CH:10]([NH2:11])[CH2:9][CH:5]2[C:6]([CH3:8])([CH3:7])[CH:3]1[CH2:4]2.[CH2:12]1[CH2:18][S:15](=[O:17])(=[O:16])[O:14][CH2:13]1.O1CCC[CH2:20]1, predict the reaction product. The product is: [CH3:20][C@:3]12[CH2:4][C@H:5]([C:6]1([CH3:7])[CH3:8])[CH2:9][C@@H:10]([NH:11][CH2:13][CH2:12][CH2:18][S:15]([OH:14])(=[O:17])=[O:16])[C@@H:2]2[CH3:1]. (4) Given the reactants [OH:1][CH2:2][CH2:3][CH2:4][CH2:5][CH2:6][CH2:7][CH2:8][CH2:9][CH2:10][O:11][C:12]1[CH:17]=[CH:16][N:15]=[C:14]([CH2:18]O)[C:13]=1[CH3:20].S(Cl)([Cl:23])=O.C(=O)([O-])[O-].[Na+].[Na+], predict the reaction product. The product is: [OH:1][CH2:2][CH2:3][CH2:4][CH2:5][CH2:6][CH2:7][CH2:8][CH2:9][CH2:10][O:11][C:12]1[CH:17]=[CH:16][N:15]=[C:14]([CH2:18][Cl:23])[C:13]=1[CH3:20]. (5) Given the reactants [OH:1][C:2]1[C:3]([O:21][CH3:22])=[CH:4][C:5]2[C:18](=[O:19])[N:10]3[C:11]4[C:16]([CH2:17][CH:9]3[CH2:8][NH:7][C:6]=2[CH:20]=1)=[CH:15][CH:14]=[CH:13][CH:12]=4.[C:23](O[C:23]([O:25][C:26]([CH3:29])([CH3:28])[CH3:27])=[O:24])([O:25][C:26]([CH3:29])([CH3:28])[CH3:27])=[O:24].C(N(CC)CC)C, predict the reaction product. The product is: [OH:1][C:2]1[C:3]([O:21][CH3:22])=[CH:4][C:5]2[C:18](=[O:19])[N:10]3[C:11]4[C:16]([CH2:17][CH:9]3[CH2:8][N:7]([C:23]([O:25][C:26]([CH3:29])([CH3:28])[CH3:27])=[O:24])[C:6]=2[CH:20]=1)=[CH:15][CH:14]=[CH:13][CH:12]=4. (6) Given the reactants [CH3:1][O:2][C:3]1[CH:15]=[C:14]([O:16][CH3:17])[CH:13]=[CH:12][C:4]=1[CH2:5][NH:6][C:7]1[S:8][CH:9]=[N:10][N:11]=1.C[Si](C)(C)[N-][Si](C)(C)C.[Li+].[Cl:28][C:29]1[C:30]([F:40])=[CH:31][C:32]([F:39])=[C:33]([S:35](Cl)(=[O:37])=[O:36])[CH:34]=1.[Cl-].[NH4+], predict the reaction product. The product is: [Cl:28][C:29]1[C:30]([F:40])=[CH:31][C:32]([F:39])=[C:33]([S:35]([N:6]([CH2:5][C:4]2[CH:12]=[CH:13][C:14]([O:16][CH3:17])=[CH:15][C:3]=2[O:2][CH3:1])[C:7]2[S:8][CH:9]=[N:10][N:11]=2)(=[O:37])=[O:36])[CH:34]=1. (7) Given the reactants [CH3:1][C@@H:2]1[CH2:7][NH:6][CH2:5][CH2:4][NH:3]1.[F:8][C:9]1[CH:10]=[CH:11][CH:12]=[C:13]([C:15]([F:18])([F:17])[F:16])[CH:14]=1.CC(C)([O-])C.[Na+].C1(C)C=CC=CC=1, predict the reaction product. The product is: [F:8][C:9]1[CH:10]=[CH:11][C:12]([N:6]2[CH2:5][CH2:4][NH:3][C@H:2]([CH3:1])[CH2:7]2)=[C:13]([C:15]([F:16])([F:17])[F:18])[CH:14]=1. (8) Given the reactants [F:1][C:2]1[C:3]([C:31]2[CH:37]=[CH:36][C:34]([NH2:35])=[CH:33][CH:32]=2)=[C:4]2[C:14]3[C:9](=[CH:10][N:11]=[C:12]([C:15]4[CH:16]=[N:17][CH:18]=[CH:19][CH:20]=4)[CH:13]=3)[N:8]([S:21]([C:24]3[CH:29]=[CH:28][C:27]([CH3:30])=[CH:26][CH:25]=3)(=[O:23])=[O:22])[C:5]2=[N:6][CH:7]=1.[Cl:38][CH2:39][S:40](Cl)(=[O:42])=[O:41].O, predict the reaction product. The product is: [Cl:38][CH2:39][S:40]([NH:35][C:34]1[CH:36]=[CH:37][C:31]([C:3]2[C:2]([F:1])=[CH:7][N:6]=[C:5]3[N:8]([S:21]([C:24]4[CH:25]=[CH:26][C:27]([CH3:30])=[CH:28][CH:29]=4)(=[O:22])=[O:23])[C:9]4[C:14]([C:4]=23)=[CH:13][C:12]([C:15]2[CH:16]=[N:17][CH:18]=[CH:19][CH:20]=2)=[N:11][CH:10]=4)=[CH:32][CH:33]=1)(=[O:42])=[O:41]. (9) Given the reactants C[O:2][C:3](=[O:21])[C:4]1[C:5](=[C:10]([NH:14][C:15]2[CH:20]=[CH:19][CH:18]=[CH:17][CH:16]=2)[CH:11]=[CH:12][CH:13]=1)[C:6]([O:8]C)=[O:7].[OH-].[Na+], predict the reaction product. The product is: [C:15]1([NH:14][C:10]2[CH:11]=[CH:12][CH:13]=[C:4]([C:3]([OH:21])=[O:2])[C:5]=2[C:6]([OH:8])=[O:7])[CH:16]=[CH:17][CH:18]=[CH:19][CH:20]=1.